From a dataset of Forward reaction prediction with 1.9M reactions from USPTO patents (1976-2016). Predict the product of the given reaction. The product is: [C:8]([C:7]1[C:6]([CH3:10])=[C:5]([CH:11]([OH:12])[CH2:13][N:24]2[CH2:25][CH2:26][N:21]([C:14]([O:16][C:17]([CH3:18])([CH3:19])[CH3:20])=[O:15])[CH2:22][C@@H:23]2[CH2:27][OH:28])[CH:4]=[CH:3][C:2]=1[F:1])#[N:9]. Given the reactants [F:1][C:2]1[C:7]([C:8]#[N:9])=[C:6]([CH3:10])[C:5]([CH:11]2[CH2:13][O:12]2)=[CH:4][CH:3]=1.[C:14]([N:21]1[CH2:26][CH2:25][NH:24][C@@H:23]([CH2:27][OH:28])[CH2:22]1)([O:16][C:17]([CH3:20])([CH3:19])[CH3:18])=[O:15], predict the reaction product.